The task is: Predict the reactants needed to synthesize the given product.. This data is from Full USPTO retrosynthesis dataset with 1.9M reactions from patents (1976-2016). (1) Given the product [CH3:3][CH:2]([N:4]1[C:12](/[CH:13]=[CH:14]/[CH:15]([OH:24])[CH2:16][CH:17]([OH:23])[CH2:18][C:19]([O-:21])=[O:20])=[C:11]([C:25]2[CH:26]=[CH:27][C:28]([F:31])=[CH:29][CH:30]=2)[C:10]2[CH:9]=[CH:8][CH:7]=[CH:6][C:5]1=2)[CH3:1].[Na+:37], predict the reactants needed to synthesize it. The reactants are: [CH3:1][CH:2]([N:4]1[C:12](/[CH:13]=[CH:14]/[C@H:15]([OH:24])[CH2:16][C@H:17]([OH:23])[CH2:18][C:19]([O:21]C)=[O:20])=[C:11]([C:25]2[CH:30]=[CH:29][C:28]([F:31])=[CH:27][CH:26]=2)[C:10]2[C:5]1=[CH:6][CH:7]=[CH:8][CH:9]=2)[CH3:3].CC(C)=O.[OH-].[Na+:37]. (2) Given the product [C:2]([C:6]1[CH:10]=[C:9]([NH:11][C:25](=[O:26])[O:27][C:28]2[CH:33]=[CH:32][CH:31]=[CH:30][CH:29]=2)[N:8]([CH:12]2[CH2:17][CH2:16][CH2:15][CH2:14][CH2:13]2)[N:7]=1)([CH3:5])([CH3:3])[CH3:4], predict the reactants needed to synthesize it. The reactants are: Cl.[C:2]([C:6]1[CH:10]=[C:9]([NH2:11])[N:8]([CH:12]2[CH2:17][CH2:16][CH2:15][CH2:14][CH2:13]2)[N:7]=1)([CH3:5])([CH3:4])[CH3:3].C(=O)([O-])[O-].[K+].[K+].Cl[C:25]([O:27][C:28]1[CH:33]=[CH:32][CH:31]=[CH:30][CH:29]=1)=[O:26].C(N(CC)C(C)C)(C)C. (3) Given the product [CH2:1]([O:3][C:4]([CH:6]([CH2:14][CH3:15])[CH2:7][N:8]([C:24]([O:26][CH3:27])=[O:25])[C@H:9]([C:11]([OH:13])=[O:12])[CH3:10])=[O:5])[CH3:2], predict the reactants needed to synthesize it. The reactants are: [CH2:1]([O:3][C:4]([CH:6]([CH2:14][CH3:15])[CH2:7][NH:8][C@H:9]([C:11]([OH:13])=[O:12])[CH3:10])=[O:5])[CH3:2].C(N(CC)CC)C.Cl[C:24]([O:26][CH3:27])=[O:25]. (4) Given the product [C:30]([C:28]1[CH:29]=[C:24]([O:15][C:12]2[CH:13]=[CH:14][C:9]([NH:8][C:1](=[O:2])[O:3][C:4]([CH3:7])([CH3:6])[CH3:5])=[CH:10][C:11]=2[F:16])[CH:25]=[C:26]([C:33](=[O:34])[NH2:35])[N:27]=1)(=[O:31])[NH2:32], predict the reactants needed to synthesize it. The reactants are: [C:1]([NH:8][C:9]1[CH:14]=[CH:13][C:12]([OH:15])=[C:11]([F:16])[CH:10]=1)([O:3][C:4]([CH3:7])([CH3:6])[CH3:5])=[O:2].CC([O-])(C)C.[K+].Cl[C:24]1[CH:29]=[C:28]([C:30]([NH2:32])=[O:31])[N:27]=[C:26]([C:33]([NH2:35])=[O:34])[CH:25]=1.C([O-])([O-])=O.[K+].[K+]. (5) The reactants are: [C:1]([C:4]1[C:12]2[C:7](=[CH:8][CH:9]=[CH:10][CH:11]=2)[NH:6][C:5]=1[C:13]1[CH:18]=[CH:17][C:16]([Cl:19])=[CH:15][CH:14]=1)(=[O:3])[CH3:2].[CH2:20](Br)[CH2:21][C:22]1[CH:27]=[CH:26][CH:25]=[CH:24][CH:23]=1.[H-].[Na+]. Given the product [C:1]([C:4]1[C:12]2[C:7](=[CH:8][CH:9]=[CH:10][CH:11]=2)[N:6]([CH2:20][CH2:21][C:22]2[CH:27]=[CH:26][CH:25]=[CH:24][CH:23]=2)[C:5]=1[C:13]1[CH:14]=[CH:15][C:16]([Cl:19])=[CH:17][CH:18]=1)(=[O:3])[CH3:2], predict the reactants needed to synthesize it. (6) Given the product [F:3][C:4]1[CH:11]=[CH:10][CH:9]=[C:6]([CH:7]([OH:8])[CH3:1])[C:5]=1[OH:12], predict the reactants needed to synthesize it. The reactants are: [CH3:1][Li].[F:3][C:4]1[CH:11]=[CH:10][CH:9]=[C:6]([CH:7]=[O:8])[C:5]=1[OH:12]. (7) Given the product [F:15][C:4]1[CH:3]=[C:2]([C:26]([C:25]2[CH:28]=[CH:29][C:22]([F:21])=[CH:23][CH:24]=2)=[O:32])[CH:7]=[C:6]([O:8][C:9]([F:14])([F:13])[CH:10]([F:12])[F:11])[CH:5]=1, predict the reactants needed to synthesize it. The reactants are: Br[C:2]1[CH:7]=[C:6]([O:8][C:9]([F:14])([F:13])[CH:10]([F:12])[F:11])[CH:5]=[C:4]([F:15])[CH:3]=1.[Li]CCCC.[F:21][C:22]1[CH:29]=[CH:28][C:25]([C:26]#N)=[CH:24][CH:23]=1.CC[O:32]CC. (8) The reactants are: [O:1]1[C:5]2[CH:6]=[CH:7][C:8]([C:10]3(O)[C:18]4[C:13](=[CH:14][CH:15]=[CH:16][CH:17]=4)[N:12]([CH2:19][CH2:20][CH2:21][CH2:22][CH3:23])[C:11]3=[O:24])=[CH:9][C:4]=2[O:3][CH2:2]1.C([N:28]1[CH:32]=[CH:31][N:30]=[CH:29]1)([N:28]1[CH:32]=[CH:31][N:30]=[CH:29]1)=O. Given the product [O:1]1[C:5]2[CH:6]=[CH:7][C:8]([C:10]3([N:28]4[CH:32]=[CH:31][N:30]=[CH:29]4)[C:18]4[C:13](=[CH:14][CH:15]=[CH:16][CH:17]=4)[N:12]([CH2:19][CH2:20][CH2:21][CH2:22][CH3:23])[C:11]3=[O:24])=[CH:9][C:4]=2[O:3][CH2:2]1, predict the reactants needed to synthesize it. (9) Given the product [CH2:11]([O:10][CH:4]([O:3][CH2:1][CH3:2])[C:5]1[O:6][C:7]([B:22]([OH:23])[OH:21])=[CH:8][CH:9]=1)[CH3:12], predict the reactants needed to synthesize it. The reactants are: [CH2:1]([O:3][CH:4]([O:10][CH2:11][CH3:12])[C:5]1[O:6][CH:7]=[CH:8][CH:9]=1)[CH3:2].[Li]CCCC.C([O:21][B:22](OC(C)C)[O:23]C(C)C)(C)C.C(O)(=O)C. (10) Given the product [C:26]1([C:20]2[NH:18][C:17]3[N:16]([N:15]=[CH:14][C:13]=3[C:10]3[CH:11]=[N:12][C:7]([N:1]4[CH2:6][CH2:5][CH2:4][CH2:3][CH2:2]4)=[CH:8][CH:9]=3)[C:22](=[O:23])[CH:21]=2)[CH:31]=[CH:30][CH:29]=[CH:28][CH:27]=1, predict the reactants needed to synthesize it. The reactants are: [N:1]1([C:7]2[N:12]=[CH:11][C:10]([C:13]3[CH:14]=[N:15][NH:16][C:17]=3[NH2:18])=[CH:9][CH:8]=2)[CH2:6][CH2:5][CH2:4][CH2:3][CH2:2]1.O=[C:20]([C:26]1[CH:31]=[CH:30][CH:29]=[CH:28][CH:27]=1)[CH2:21][C:22](OC)=[O:23].